This data is from Catalyst prediction with 721,799 reactions and 888 catalyst types from USPTO. The task is: Predict which catalyst facilitates the given reaction. (1) The catalyst class is: 15. Product: [OH:67][C:57]1[C:58](=[O:66])[N:59]([CH2:62][CH2:63][O:64][CH3:65])[CH:60]=[CH:61][C:56]=1[C:54]([NH:53][CH2:52][CH2:51][N:20]([CH2:19][CH2:18][NH:17][C:15]([C:14]1[CH:13]=[CH:12][N:11]([CH2:75][CH2:76][O:77][CH3:78])[C:10](=[O:79])[C:9]=1[OH:8])=[O:16])[C:21]([C:23]([NH:29][C:30]([C:32]1[CH:37]=[CH:36][N:35]([CH2:38][CH2:39][O:40][CH3:41])[C:34](=[O:42])[C:33]=1[OH:43])=[O:31])([CH2:27][CH3:28])[C:24]([OH:26])=[O:25])=[O:22])=[O:55]. Reactant: C([O:8][C:9]1[C:10](=[O:79])[N:11]([CH2:75][CH2:76][O:77][CH3:78])[CH:12]=[CH:13][C:14]=1[C:15]([NH:17][CH2:18][CH2:19][N:20]([CH2:51][CH2:52][NH:53][C:54]([C:56]1[CH:61]=[CH:60][N:59]([CH2:62][CH2:63][O:64][CH3:65])[C:58](=[O:66])[C:57]=1[O:67]CC1C=CC=CC=1)=[O:55])[C:21]([C:23]([NH:29][C:30]([C:32]1[CH:37]=[CH:36][N:35]([CH2:38][CH2:39][O:40][CH3:41])[C:34](=[O:42])[C:33]=1[O:43]CC1C=CC=CC=1)=[O:31])([CH2:27][CH3:28])[C:24]([O-:26])=[O:25])=[O:22])=[O:16])C1C=CC=CC=1.Cl. (2) Reactant: [C:1]([C@:4]([NH:14][C:15](=[O:32])[O:16][CH2:17][CH2:18][N:19]1[CH2:24][CH2:23][N:22]([C:25]([O:27][C:28]([CH3:31])([CH3:30])[CH3:29])=[O:26])[CH2:21][CH2:20]1)([CH3:13])[CH2:5][C:6]1[CH:11]=[CH:10][C:9]([OH:12])=[CH:8][CH:7]=1)([OH:3])=O.CN(C(ON1N=NC2C=CC=CC1=2)=[N+](C)C)C.F[P-](F)(F)(F)(F)F.CCN(C(C)C)C(C)C.[CH3:66][CH:67]([CH3:71])[CH2:68][CH2:69][NH2:70]. Product: [CH2:69]([NH:70][C:1]([C@:4]([NH:14][C:15](=[O:32])[O:16][CH2:17][CH2:18][N:19]1[CH2:24][CH2:23][N:22]([C:25]([O:27][C:28]([CH3:30])([CH3:29])[CH3:31])=[O:26])[CH2:21][CH2:20]1)([CH3:13])[CH2:5][C:6]1[CH:7]=[CH:8][C:9]([OH:12])=[CH:10][CH:11]=1)=[O:3])[CH2:68][CH:67]([CH3:71])[CH3:66]. The catalyst class is: 3. (3) Reactant: [CH3:1][O:2][C:3](=[O:13])[C:4]1[CH:9]=[CH:8][C:7]([OH:10])=[C:6]([F:11])[C:5]=1[F:12].[Na+].[I-].C([O-])([O-])=O.[K+].[K+].Br[CH2:23][CH:24]1[CH2:26][CH2:25]1. Product: [CH3:1][O:2][C:3](=[O:13])[C:4]1[CH:9]=[CH:8][C:7]([O:10][CH2:23][CH:24]2[CH2:26][CH2:25]2)=[C:6]([F:11])[C:5]=1[F:12]. The catalyst class is: 21. (4) Reactant: [Cl:1][C:2]1[CH:7]=[CH:6][CH:5]=[C:4]([Cl:8])[C:3]=1[C:9]1[CH:14]=[C:13]([F:15])[CH:12]=[C:11](C=O)[C:10]=1[O:18][CH3:19].C1C=C(Cl)C=C(C(OO)=[O:28])C=1.[OH-].[Na+].Cl. Product: [Cl:1][C:2]1[CH:7]=[CH:6][CH:5]=[C:4]([Cl:8])[C:3]=1[C:9]1[CH:14]=[C:13]([F:15])[CH:12]=[C:11]([OH:28])[C:10]=1[O:18][CH3:19]. The catalyst class is: 61. (5) Reactant: C[N:2](C)[CH:3]=[O:4].[S:6]1[C:10]2[CH:11]=[CH:12][CH:13]=[CH:14][C:9]=2[CH:8]=[C:7]1[CH2:15][C:16]1[CH:26]=[CH:25][C:19]([O:20][CH2:21]C(O)=O)=[C:18]([C@@H:27]2[O:56][C@H:55]([CH2:57][O:58][CH2:59][C:60]3[CH:65]=[CH:64][CH:63]=[CH:62][CH:61]=3)[C@@H:46]([O:47][CH2:48][C:49]3[CH:54]=[CH:53][CH:52]=[CH:51][CH:50]=3)[C@H:37]([O:38][CH2:39][C:40]3[CH:45]=[CH:44][CH:43]=[CH:42][CH:41]=3)[C@H:28]2[O:29][CH2:30][C:31]2[CH:36]=[CH:35][CH:34]=[CH:33][CH:32]=2)[CH:17]=1.N. Product: [S:6]1[C:10]2[CH:11]=[CH:12][CH:13]=[CH:14][C:9]=2[CH:8]=[C:7]1[CH2:15][C:16]1[CH:26]=[CH:25][C:19]([O:20][CH2:21][C:3]([NH2:2])=[O:4])=[C:18]([C@@H:27]2[O:56][C@H:55]([CH2:57][O:58][CH2:59][C:60]3[CH:61]=[CH:62][CH:63]=[CH:64][CH:65]=3)[C@@H:46]([O:47][CH2:48][C:49]3[CH:50]=[CH:51][CH:52]=[CH:53][CH:54]=3)[C@H:37]([O:38][CH2:39][C:40]3[CH:45]=[CH:44][CH:43]=[CH:42][CH:41]=3)[C@H:28]2[O:29][CH2:30][C:31]2[CH:32]=[CH:33][CH:34]=[CH:35][CH:36]=2)[CH:17]=1. The catalyst class is: 4. (6) Reactant: [CH2:1]([O:8][C:9]1[CH:10]=[C:11]([CH:14]=[CH:15][C:16]=1[O:17][CH3:18])[CH:12]=O)[C:2]1[CH:7]=[CH:6][CH:5]=[CH:4][CH:3]=1.C([O-])(=O)C.[NH4+].[N+:24]([CH2:27][CH3:28])([O-:26])=[O:25]. Product: [CH2:1]([O:8][C:9]1[CH:10]=[C:11]([CH:12]=[C:27]([N+:24]([O-:26])=[O:25])[CH3:28])[CH:14]=[CH:15][C:16]=1[O:17][CH3:18])[C:2]1[CH:7]=[CH:6][CH:5]=[CH:4][CH:3]=1. The catalyst class is: 11.